Predict the reactants needed to synthesize the given product. From a dataset of Full USPTO retrosynthesis dataset with 1.9M reactions from patents (1976-2016). Given the product [Cl:10][C:11]1[N:12]=[C:13]([N:18]2[CH2:23][CH2:22][O:21][CH2:20][CH2:19]2)[N:14]=[C:15]([N:3]2[C@@H:4]3[CH2:8][O:7][CH2:6][C@@H:5]3[O:1][C:2]2=[O:9])[CH:16]=1, predict the reactants needed to synthesize it. The reactants are: [O:1]1[C@H:5]2[CH2:6][O:7][CH2:8][C@H:4]2[NH:3][C:2]1=[O:9].[Cl:10][C:11]1[CH:16]=[C:15](Cl)[N:14]=[C:13]([N:18]2[CH2:23][CH2:22][O:21][CH2:20][CH2:19]2)[N:12]=1.C([O-])([O-])=O.[Cs+].[Cs+].C([O-])(O)=O.[Na+].